This data is from Peptide-MHC class II binding affinity with 134,281 pairs from IEDB. The task is: Regression. Given a peptide amino acid sequence and an MHC pseudo amino acid sequence, predict their binding affinity value. This is MHC class II binding data. (1) The peptide sequence is INEPTAAAIAYGIDR. The MHC is HLA-DQA10401-DQB10402 with pseudo-sequence HLA-DQA10401-DQB10402. The binding affinity (normalized) is 0.558. (2) The peptide sequence is TPFPHRKGVLFNIQYVNYWF. The MHC is DRB1_0901 with pseudo-sequence DRB1_0901. The binding affinity (normalized) is 0.404.